From a dataset of Full USPTO retrosynthesis dataset with 1.9M reactions from patents (1976-2016). Predict the reactants needed to synthesize the given product. (1) The reactants are: [F:1][CH:2](F)[CH2:3]I.[NH:6]1[CH2:10][CH2:9][C@H:8]([NH:11][C:12](=[O:18])[O:13][C:14]([CH3:17])([CH3:16])[CH3:15])[CH2:7]1.N1CC[C@@H](NC(=O)OC(C)(C)C)C1. Given the product [F:1][CH2:2][CH2:3][N:6]1[CH2:10][CH2:9][C@H:8]([NH:11][C:12](=[O:18])[O:13][C:14]([CH3:16])([CH3:15])[CH3:17])[CH2:7]1, predict the reactants needed to synthesize it. (2) Given the product [F:33][C:34]([F:47])([F:46])[S:35]([O:15][C:12]1[CH:13]=[CH:14][C:9]([C:8]([C:5]2[CH:4]=[CH:3][C:2]([F:1])=[CH:7][CH:6]=2)=[C:16]2[CH2:17][C:18]([CH3:25])([CH3:24])[CH2:19][C:20]([CH3:23])([CH3:22])[CH2:21]2)=[CH:10][CH:11]=1)(=[O:37])=[O:36], predict the reactants needed to synthesize it. The reactants are: [F:1][C:2]1[CH:7]=[CH:6][C:5]([C:8](=[C:16]2[CH2:21][C:20]([CH3:23])([CH3:22])[CH2:19][C:18]([CH3:25])([CH3:24])[CH2:17]2)[C:9]2[CH:14]=[CH:13][C:12]([OH:15])=[CH:11][CH:10]=2)=[CH:4][CH:3]=1.CCN(CC)CC.[F:33][C:34]([F:47])([F:46])[S:35](O[S:35]([C:34]([F:47])([F:46])[F:33])(=[O:37])=[O:36])(=[O:37])=[O:36].